Dataset: Forward reaction prediction with 1.9M reactions from USPTO patents (1976-2016). Task: Predict the product of the given reaction. (1) Given the reactants Br[C:2]1[C:15]2[C@:14]3([CH2:19][O:18][C:17]([NH2:20])=[N:16]3)[C:13]3[C:8](=[CH:9][CH:10]=[C:11]([C:21]4[CH:22]=[N:23][CH:24]=[CH:25][CH:26]=4)[CH:12]=3)[O:7][C:6]=2[CH:5]=[CH:4][C:3]=1[O:27][CH2:28][C:29]([CH3:32])([CH3:31])[CH3:30].[C:33]([Zn]C#N)#[N:34].CN(C=O)C, predict the reaction product. The product is: [NH2:20][C:17]1[O:18][CH2:19][C@@:14]2([N:16]=1)[C:15]1[C:2]([C:33]#[N:34])=[C:3]([O:27][CH2:28][C:29]([CH3:31])([CH3:30])[CH3:32])[CH:4]=[CH:5][C:6]=1[O:7][C:8]1[C:13]2=[CH:12][C:11]([C:21]2[CH:22]=[N:23][CH:24]=[CH:25][CH:26]=2)=[CH:10][CH:9]=1. (2) Given the reactants [OH:1][C:2]1[C:3]([C:8]([O:10][CH2:11][CH3:12])=[O:9])=[N:4][CH:5]=[CH:6][CH:7]=1.Br[CH2:14][C:15]([O:17][CH2:18][CH3:19])=[O:16].C(=O)([O-])[O-].[K+].[K+], predict the reaction product. The product is: [CH2:11]([O:10][C:8]([C:3]1[C:2]([O:1][CH2:14][C:15]([O:17][CH2:18][CH3:19])=[O:16])=[CH:7][CH:6]=[CH:5][N:4]=1)=[O:9])[CH3:12]. (3) Given the reactants Cl[C:2]1[N:7]=[CH:6][N:5]=[C:4]([O:8][C@H:9]2[CH2:14][CH2:13][N:12]([C:15]([O:17][C:18]([CH3:21])([CH3:20])[CH3:19])=[O:16])[CH2:11][C@H:10]2[F:22])[C:3]=1[CH3:23].[NH:24]1[C:31]2[N:27]([N:28]=[CH:29][CH:30]=2)[CH2:26][CH2:25]1.C(=O)([O-])[O-].[Cs+].[Cs+], predict the reaction product. The product is: [N:24]1([C:2]2[N:7]=[CH:6][N:5]=[C:4]([O:8][C@H:9]3[CH2:14][CH2:13][N:12]([C:15]([O:17][C:18]([CH3:21])([CH3:20])[CH3:19])=[O:16])[CH2:11][C@H:10]3[F:22])[C:3]=2[CH3:23])[C:31]2[N:27]([N:28]=[CH:29][CH:30]=2)[CH2:26][CH2:25]1. (4) Given the reactants C(OC([CH2:8][NH:9][C:10]1[N:15]=[C:14]([CH:16]([OH:18])[CH3:17])[CH:13]=[CH:12][CH:11]=1)=O)(C)(C)C.Cl, predict the reaction product. The product is: [CH3:8][NH:9][C:10]1[N:15]=[C:14]([CH:16]([OH:18])[CH3:17])[CH:13]=[CH:12][CH:11]=1. (5) Given the reactants CSC.B(F)(F)F.CCOCC.C([O:20][C:21]1[CH:26]=[CH:25][C:24]([C:27]2[N:31]([C:32]3[CH:37]=[CH:36][C:35]([Cl:38])=[CH:34][C:33]=3[Cl:39])[N:30]=[C:29]([C:40]([NH:42][C:43]3[CH:48]=[CH:47][C:46]([F:49])=[CH:45][N:44]=3)=[O:41])[C:28]=2[CH3:50])=[CH:23][CH:22]=1)C1C=CC=CC=1.O, predict the reaction product. The product is: [Cl:39][C:33]1[CH:34]=[C:35]([Cl:38])[CH:36]=[CH:37][C:32]=1[N:31]1[C:27]([C:24]2[CH:23]=[CH:22][C:21]([OH:20])=[CH:26][CH:25]=2)=[C:28]([CH3:50])[C:29]([C:40]([NH:42][C:43]2[CH:48]=[CH:47][C:46]([F:49])=[CH:45][N:44]=2)=[O:41])=[N:30]1. (6) Given the reactants [CH3:1][C:2]1[CH:3]=[C:4]([CH:24]=[CH:25][C:26]=1[N+:27]([O-])=O)[CH2:5][N:6]1[C:10]([S:11][CH2:12][C:13]([F:16])([F:15])[F:14])=[CH:9][C:8]([C:17]([F:23])([F:22])[C:18]([F:21])([F:20])[F:19])=[N:7]1.C([O-])(=O)C.[NH4+].CC(C)=O, predict the reaction product. The product is: [CH3:1][C:2]1[CH:3]=[C:4]([CH2:5][N:6]2[C:10]([S:11][CH2:12][C:13]([F:14])([F:15])[F:16])=[CH:9][C:8]([C:17]([F:23])([F:22])[C:18]([F:19])([F:20])[F:21])=[N:7]2)[CH:24]=[CH:25][C:26]=1[NH2:27]. (7) Given the reactants CC(OC(/N=N/C(OC(C)C)=O)=O)C.[CH3:15][C@H:16]1[CH2:44][O:43][C@@:19]2([O:23][C@H:22]3[CH2:24][C@H:25]4[C@@H:30]5[CH2:31][CH2:32][C@@H:33]6[CH2:38][C@H:37]([OH:39])[CH2:36][CH2:35][C@:34]6([CH3:40])[C@H:29]5[CH2:28][CH2:27][C@:26]4([CH3:41])[C@H:21]3[C@@H:20]2[CH3:42])[CH2:18][CH2:17]1.C1(P(C2C=CC=CC=2)C2C=CC=CC=2)C=CC=CC=1.[C:64](O)(=[O:71])[C:65]1[CH:70]=[CH:69][CH:68]=[CH:67][CH:66]=1, predict the reaction product. The product is: [CH3:15][CH:16]1[CH2:44][O:43][C:19]2([O:23][CH:22]3[CH2:24][CH:25]4[CH:30]5[CH2:31][CH2:32][CH:33]6[CH2:38][CH:37]([O:39][C:64]([C:65]7[CH:70]=[CH:69][CH:68]=[CH:67][CH:66]=7)=[O:71])[CH2:36][CH2:35][C:34]6([CH3:40])[CH:29]5[CH2:28][CH2:27][C:26]4([CH3:41])[CH:21]3[CH:20]2[CH3:42])[CH2:18][CH2:17]1. (8) Given the reactants CC(C)(C)CC(Cl)=O.NC1C=CC(OC)=NC=1.C(OCC)C.Cl.C[O:25][C:26]1[N:31]=[CH:30][C:29]([NH:32][C:33](=[O:39])[CH2:34][C:35]([CH3:38])([CH3:37])[CH3:36])=[CH:28][CH:27]=1, predict the reaction product. The product is: [OH:25][C:26]1[N:31]=[CH:30][C:29]([NH:32][C:33](=[O:39])[CH2:34][C:35]([CH3:37])([CH3:36])[CH3:38])=[CH:28][CH:27]=1. (9) Given the reactants [Cl:1][C:2]1[CH:7]=[C:6]([N+:8]([O-:10])=[O:9])[C:5]([O:11][CH3:12])=[CH:4][C:3]=1[CH:13](C(OC)=O)[C:14]([O:16][CH3:17])=[O:15].[Cl-].[Na+].O.CCOC(C)=O, predict the reaction product. The product is: [CH3:17][O:16][C:14](=[O:15])[CH2:13][C:3]1[CH:4]=[C:5]([O:11][CH3:12])[C:6]([N+:8]([O-:10])=[O:9])=[CH:7][C:2]=1[Cl:1].